From a dataset of Peptide-MHC class I binding affinity with 185,985 pairs from IEDB/IMGT. Regression. Given a peptide amino acid sequence and an MHC pseudo amino acid sequence, predict their binding affinity value. This is MHC class I binding data. The peptide sequence is GINPNYLLSW. The MHC is Mamu-B01 with pseudo-sequence Mamu-B01. The binding affinity (normalized) is 0.